This data is from Reaction yield outcomes from USPTO patents with 853,638 reactions. The task is: Predict the reaction yield, written as a fraction of the theoretical maximum amount of product (1.0 means a 100% yield; for example, 0.34 means a 34% yield). (1) The reactants are C[O:2][C:3]1[CH:8]=[CH:7][C:6]([C:9]2([C:12]([O:14][CH3:15])=[O:13])[CH2:11][CH2:10]2)=[CH:5][CH:4]=1.CCS.[Al+3].[Cl-].[Cl-].[Cl-]. The catalyst is ClCCl. The product is [CH3:15][O:14][C:12]([C:9]1([C:6]2[CH:5]=[CH:4][C:3]([OH:2])=[CH:8][CH:7]=2)[CH2:10][CH2:11]1)=[O:13]. The yield is 0.950. (2) The reactants are [C:1]([O:5][C:6]([NH:8][C@H:9]([C:36]([O:38][CH3:39])=[O:37])[CH2:10][C:11]1[CH:16]=[CH:15][C:14]([CH:17]=[CH:18][CH2:19][CH2:20][C:21]2[CH:26]=[CH:25][CH:24]=[C:23]([N:27]([C:29]([O:31][C:32]([CH3:35])([CH3:34])[CH3:33])=[O:30])[CH3:28])[N:22]=2)=[CH:13][CH:12]=1)=[O:7])([CH3:4])([CH3:3])[CH3:2]. The catalyst is C(O)C.[Pd]. The product is [C:1]([O:5][C:6]([NH:8][C@H:9]([C:36]([O:38][CH3:39])=[O:37])[CH2:10][C:11]1[CH:16]=[CH:15][C:14]([CH2:17][CH2:18][CH2:19][CH2:20][C:21]2[CH:26]=[CH:25][CH:24]=[C:23]([N:27]([C:29]([O:31][C:32]([CH3:34])([CH3:33])[CH3:35])=[O:30])[CH3:28])[N:22]=2)=[CH:13][CH:12]=1)=[O:7])([CH3:4])([CH3:2])[CH3:3]. The yield is 0.710.